This data is from Forward reaction prediction with 1.9M reactions from USPTO patents (1976-2016). The task is: Predict the product of the given reaction. Given the reactants [CH3:1][C@@H:2]1[CH2:11][C:10]2[C:5](=[CH:6][CH:7]=[C:8]([CH2:12][CH2:13][N:14]3[CH2:19][CH2:18][N:17](C(OC(C)(C)C)=O)[CH2:16][CH2:15]3)[CH:9]=2)[C:4](=[O:27])[O:3]1.[ClH:28], predict the reaction product. The product is: [ClH:28].[CH3:1][C@@H:2]1[CH2:11][C:10]2[C:5](=[CH:6][CH:7]=[C:8]([CH2:12][CH2:13][N:14]3[CH2:15][CH2:16][NH:17][CH2:18][CH2:19]3)[CH:9]=2)[C:4](=[O:27])[O:3]1.